From a dataset of Catalyst prediction with 721,799 reactions and 888 catalyst types from USPTO. Predict which catalyst facilitates the given reaction. (1) Reactant: [CH3:1]N(C)C=O.[H-].[Na+].[Cl:8][C:9]1[CH:14]=[C:13]([O:15][C:16]2[C:25]3[C:20](=[CH:21][C:22]([O:28][CH3:29])=[C:23]([O:26][CH3:27])[CH:24]=3)[N:19]=[CH:18][N:17]=2)[CH:12]=[CH:11][C:10]=1[NH:30][C:31](=[O:41])[O:32][CH2:33][C:34]1[CH:39]=[CH:38][CH:37]=[CH:36][C:35]=1[Cl:40].CI. Product: [Cl:8][C:9]1[CH:14]=[C:13]([O:15][C:16]2[C:25]3[C:20](=[CH:21][C:22]([O:28][CH3:29])=[C:23]([O:26][CH3:27])[CH:24]=3)[N:19]=[CH:18][N:17]=2)[CH:12]=[CH:11][C:10]=1[N:30]([CH3:1])[C:31](=[O:41])[O:32][CH2:33][C:34]1[CH:39]=[CH:38][CH:37]=[CH:36][C:35]=1[Cl:40]. The catalyst class is: 6. (2) Reactant: [F:8][C:7]([F:10])([F:9])[C:6](O[C:6](=[O:11])[C:7]([F:10])([F:9])[F:8])=[O:11].[CH2:14]1[C:20]2[CH:21]=[CH:22][CH:23]=[CH:24][C:19]=2[CH2:18][CH2:17][NH:16][CH2:15]1.C(N(CC)CC)C.Cl. Product: [F:10][C:7]([F:8])([F:9])[C:6]([N:16]1[CH2:15][CH2:14][C:20]2[CH:21]=[CH:22][CH:23]=[CH:24][C:19]=2[CH2:18][CH2:17]1)=[O:11]. The catalyst class is: 7. (3) Reactant: [N:1]1[CH:6]=[CH:5][CH:4]=[C:3]([C:7]2[C:15]3[O:14][CH2:13][CH2:12][C:11]=3[CH:10]=[C:9]([NH:16][C:17](=[O:25])OC3C=CC=CC=3)[CH:8]=2)[CH:2]=1.[CH3:26][O:27][C:28]1[CH:29]=[C:30]2[C:34](=[CH:35][C:36]=1[C:37]([F:40])([F:39])[F:38])[NH:33][CH2:32][CH2:31]2. Product: [N:1]1[CH:6]=[CH:5][CH:4]=[C:3]([C:7]2[C:15]3[O:14][CH2:13][CH2:12][C:11]=3[CH:10]=[C:9]([NH:16][C:17]([N:33]3[C:34]4[C:30](=[CH:29][C:28]([O:27][CH3:26])=[C:36]([C:37]([F:39])([F:40])[F:38])[CH:35]=4)[CH2:31][CH2:32]3)=[O:25])[CH:8]=2)[CH:2]=1. The catalyst class is: 3. (4) Reactant: [Li+].C[Si]([N-][Si](C)(C)C)(C)C.[N:11]1[CH:16]=[CH:15][CH:14]=[CH:13][C:12]=1[NH2:17].F[C:19]1[CH:24]=[C:23]([F:25])[CH:22]=[CH:21][C:20]=1[N+:26]([O-:28])=[O:27]. Product: [F:25][C:23]1[CH:22]=[CH:21][C:20]([N+:26]([O-:28])=[O:27])=[C:19]([NH:17][C:12]2[CH:13]=[CH:14][CH:15]=[CH:16][N:11]=2)[CH:24]=1. The catalyst class is: 1. (5) Reactant: C(OC([N:8]1[CH2:13][CH2:12][CH2:11][C@H:10]([C:14](=[O:24])[N:15]([C:17]2[CH:22]=[CH:21][C:20]([F:23])=[CH:19][CH:18]=2)[CH3:16])[CH2:9]1)=O)(C)(C)C.[ClH:25]. Product: [ClH:25].[F:23][C:20]1[CH:19]=[CH:18][C:17]([N:15]([CH3:16])[C:14]([C@H:10]2[CH2:11][CH2:12][CH2:13][NH:8][CH2:9]2)=[O:24])=[CH:22][CH:21]=1. The catalyst class is: 4.